From a dataset of Forward reaction prediction with 1.9M reactions from USPTO patents (1976-2016). Predict the product of the given reaction. (1) Given the reactants O1[CH:5]=[N:4][N:3]=[C:2]1[CH:6]1[CH2:11][CH2:10][CH2:9][CH:8]([N:12]([CH2:25][CH3:26])[C:13]2[CH:20]=[CH:19][C:16]([C:17]#[N:18])=[C:15]([C:21]([F:24])([F:23])[F:22])[CH:14]=2)[CH2:7]1.[CH:27]([NH2:30])([CH3:29])[CH3:28].C([O-])(=O)C.[NH+]1C=CC=CC=1, predict the reaction product. The product is: [CH2:25]([N:12]([CH:8]1[CH2:9][CH2:10][CH2:11][CH:6]([C:2]2[N:30]([CH:27]([CH3:29])[CH3:28])[CH:5]=[N:4][N:3]=2)[CH2:7]1)[C:13]1[CH:20]=[CH:19][C:16]([C:17]#[N:18])=[C:15]([C:21]([F:24])([F:23])[F:22])[CH:14]=1)[CH3:26]. (2) Given the reactants [Cl:1][C:2]1[CH:3]=[CH:4][C:5]([O:11][CH3:12])=[C:6]([C:8](=[O:10])[CH3:9])[CH:7]=1.[H-].[Al+3].[Li+].[H-].[H-].[H-].C(OCC)(=O)C, predict the reaction product. The product is: [Cl:1][C:2]1[CH:3]=[CH:4][C:5]([O:11][CH3:12])=[C:6]([CH:8]([OH:10])[CH3:9])[CH:7]=1.